Dataset: CYP2C9 inhibition data for predicting drug metabolism from PubChem BioAssay. Task: Regression/Classification. Given a drug SMILES string, predict its absorption, distribution, metabolism, or excretion properties. Task type varies by dataset: regression for continuous measurements (e.g., permeability, clearance, half-life) or binary classification for categorical outcomes (e.g., BBB penetration, CYP inhibition). Dataset: cyp2c9_veith. (1) The molecule is CC(=O)Nc1c(I)c(C(=O)N[C@@H]2[C@@H](O)O[C@@H](CO)[C@@H](O)[C@@H]2O)c(I)c(N(C)C(C)=O)c1I. The result is 0 (non-inhibitor). (2) The compound is NCC(O)CN.Oc1c(Cl)c(Cl)c(Cl)c(Cl)c1Cl. The result is 1 (inhibitor). (3) The drug is COc1ccc(-c2nc3cnc(N4CCN(C)CC4)nc3n(CCC#N)c2=O)cc1. The result is 0 (non-inhibitor). (4) The result is 0 (non-inhibitor). The compound is COc1ccccc1CN1CCC2(CC1)CCN(C(=O)c1ccncc1)CC2. (5) The molecule is Cc1cccc(NC(=O)Cn2c(=O)oc3ccccc32)c1. The result is 0 (non-inhibitor).